Dataset: Forward reaction prediction with 1.9M reactions from USPTO patents (1976-2016). Task: Predict the product of the given reaction. (1) Given the reactants [CH3:1][C:2]1[O:6][N:5]=[C:4]([C:7]2[CH:12]=[CH:11][CH:10]=[CH:9][CH:8]=2)[C:3]=1[CH2:13][O:14][C:15]1[N:20]=[CH:19][C:18]([NH2:21])=[CH:17][CH:16]=1.[C:22](Cl)(=[O:26])[CH:23]([CH3:25])[CH3:24].C(OC(C)C)(C)C, predict the reaction product. The product is: [CH3:1][C:2]1[O:6][N:5]=[C:4]([C:7]2[CH:12]=[CH:11][CH:10]=[CH:9][CH:8]=2)[C:3]=1[CH2:13][O:14][C:15]1[N:20]=[CH:19][C:18]([NH:21][C:22](=[O:26])[CH:23]([CH3:25])[CH3:24])=[CH:17][CH:16]=1. (2) Given the reactants [F:1][C:2]1[C:3]([C:12]2[NH:16][N:15]=[CH:14][N:13]=2)=[C:4]([CH:9]=[CH:10][CH:11]=1)[C:5]([O:7]C)=[O:6].[OH-].[Na+], predict the reaction product. The product is: [F:1][C:2]1[C:3]([C:12]2[N:13]=[CH:14][NH:15][N:16]=2)=[C:4]([CH:9]=[CH:10][CH:11]=1)[C:5]([OH:7])=[O:6].